Dataset: Peptide-MHC class II binding affinity with 134,281 pairs from IEDB. Task: Regression. Given a peptide amino acid sequence and an MHC pseudo amino acid sequence, predict their binding affinity value. This is MHC class II binding data. (1) The peptide sequence is SVVVQDPKNVYQRGT. The MHC is DRB3_0202 with pseudo-sequence DRB3_0202. The binding affinity (normalized) is 0.398. (2) The MHC is HLA-DQA10301-DQB10302 with pseudo-sequence HLA-DQA10301-DQB10302. The binding affinity (normalized) is 0. The peptide sequence is LVSATAGTTVYGAFDPLLAV. (3) The peptide sequence is YVGHDEFDAFVAYHI. The MHC is DRB1_0301 with pseudo-sequence DRB1_0301. The binding affinity (normalized) is 0.164.